The task is: Predict the reactants needed to synthesize the given product.. This data is from Full USPTO retrosynthesis dataset with 1.9M reactions from patents (1976-2016). (1) Given the product [CH3:31][C:30]([CH:32]=[CH:19][C:18]1[CH:21]=[CH:22][CH:23]=[C:16]([C:3]2[C:2]([CH3:1])=[CH:11][C:10]3[C:9]([CH3:13])([CH3:12])[CH2:8][CH2:7][C:6]([CH3:15])([CH3:14])[C:5]=3[CH:4]=2)[CH:17]=1)=[CH:29][C:27]([OH:26])=[O:28], predict the reactants needed to synthesize it. The reactants are: [CH3:1][C:2]1[C:3]([C:16]2[CH:17]=[C:18]([CH:21]=[CH:22][CH:23]=2)[CH:19]=O)=[CH:4][C:5]2[C:6]([CH3:15])([CH3:14])[CH2:7][CH2:8][C:9]([CH3:13])([CH3:12])[C:10]=2[CH:11]=1.CC[O:26][C:27](/[CH:29]=[C:30](/[CH2:32]P(OCC)(OCC)=O)\[CH3:31])=[O:28]. (2) Given the product [CH3:1][O:2][C:3]([C:5]1[CH:6]=[C:7]([CH:8]=[CH:9][CH:10]=1)[O:14][N:15]1[C:16](=[O:25])[C:17]2=[CH:24][CH:23]=[CH:22][CH:21]=[C:18]2[C:19]1=[O:20])=[O:4], predict the reactants needed to synthesize it. The reactants are: [CH3:1][O:2][C:3]([C:5]1[CH:6]=[C:7](B(O)O)[CH:8]=[CH:9][CH:10]=1)=[O:4].[OH:14][N:15]1[C:19](=[O:20])[C:18]2=[CH:21][CH:22]=[CH:23][CH:24]=[C:17]2[C:16]1=[O:25].N1C=CC=CC=1. (3) Given the product [CH:1](=[C:3]1[C:7]([C:14]2[CH:15]=[C:16]([CH:17]=[CH:18][CH:19]=2)[O:20][CH2:26][C:27]([O:29][C:30]([CH3:33])([CH3:32])[CH3:31])=[O:28])([C:8]2[CH:13]=[CH:12][CH:11]=[CH:10][CH:9]=2)[CH2:6][CH:5]([CH3:21])[N:4]1[CH3:22])[CH3:2], predict the reactants needed to synthesize it. The reactants are: [CH:1](=[C:3]1[C:7]([C:14]2[CH:15]=[C:16]([OH:20])[CH:17]=[CH:18][CH:19]=2)([C:8]2[CH:13]=[CH:12][CH:11]=[CH:10][CH:9]=2)[CH2:6][CH:5]([CH3:21])[N:4]1[CH3:22])[CH3:2].[OH-].[K+].Br[CH2:26][C:27]([O:29][C:30]([CH3:33])([CH3:32])[CH3:31])=[O:28]. (4) Given the product [F:1][C:2]1[CH:10]=[CH:9][CH:8]=[C:7]2[C:3]=1[CH2:4][CH:5]([C:19]([N:25]1[CH2:26][CH2:27][CH2:28][C@H:23]([CH3:22])[CH2:24]1)=[O:20])[N:6]2[C:11]1[CH:16]=[CH:15][C:14](=[O:17])[N:13]([CH3:18])[N:12]=1, predict the reactants needed to synthesize it. The reactants are: [F:1][C:2]1[CH:10]=[CH:9][CH:8]=[C:7]2[C:3]=1[CH2:4][CH:5]([C:19](O)=[O:20])[N:6]2[C:11]1[CH:16]=[CH:15][C:14](=[O:17])[N:13]([CH3:18])[N:12]=1.[CH3:22][C@H:23]1[CH2:28][CH2:27][CH2:26][NH:25][CH2:24]1. (5) Given the product [CH2:1]([O:3][C:4]([C:6]1[O:7][C:8]2[CH:14]=[C:13]([C:15]([CH2:33][CH3:34])([C:18]3[CH:23]=[CH:24][C:25]([OH:26])=[C:20]([CH3:27])[CH:19]=3)[CH2:16][CH3:17])[CH:12]=[CH:11][C:9]=2[CH:10]=1)=[O:5])[CH3:2], predict the reactants needed to synthesize it. The reactants are: [CH2:1]([O:3][C:4]([C:6]1[O:7][C:8]2[CH:14]=[C:13]([C:15]([CH2:18][CH3:19])=[CH:16][CH3:17])[CH:12]=[CH:11][C:9]=2[CH:10]=1)=[O:5])[CH3:2].[C:20]1([CH3:27])[C:25]([OH:26])=[CH:24][CH:23]=CC=1.B(F)(F)F.O(CC)[CH2:33][CH3:34].